From a dataset of Experimentally validated miRNA-target interactions with 360,000+ pairs, plus equal number of negative samples. Binary Classification. Given a miRNA mature sequence and a target amino acid sequence, predict their likelihood of interaction. The miRNA is cel-miR-4933 with sequence UGGCAGUGACCUAUUCUGGCCA. The protein sequence of the target gene is MNESPQTNEFKGTTEEAPAKESPHTSEFKGAALVSPISKSMLERLSKFEVEDAENVASYDSKIKKIVHSIVSSFAFGIFGVFLVLLDVTLLLADLIFTDSKLYIPLEYRSISLAIGLFFLMDVLLRVFVEGRQQYFSDLFNILDTAIIVIPLLVDVIYIFFDIKLLRNIPRWTHLVRLLRLIILIRIFHLLHQKRQLEKLMRRLVSENKRRYTRDGFDLDLTYVTERIIAMSFPSSGRQSFYRNPIEEVVRFLDKKHRNHYRVYNLCSERAYDPKHFHNRVSRIMIDDHNVPTLHEMVVF.... Result: 0 (no interaction).